Dataset: CYP1A2 inhibition data for predicting drug metabolism from PubChem BioAssay. Task: Regression/Classification. Given a drug SMILES string, predict its absorption, distribution, metabolism, or excretion properties. Task type varies by dataset: regression for continuous measurements (e.g., permeability, clearance, half-life) or binary classification for categorical outcomes (e.g., BBB penetration, CYP inhibition). Dataset: cyp1a2_veith. The compound is N#CC(=C1CCCC1)c1nc(-c2ccccc2)cs1. The result is 1 (inhibitor).